Dataset: Catalyst prediction with 721,799 reactions and 888 catalyst types from USPTO. Task: Predict which catalyst facilitates the given reaction. (1) Reactant: Br[C:2]1[CH:10]=[C:9]2[C:5]([CH2:6][N:7]3[C:13]([C:14]4[C:15]([C:20]5[CH:25]=[CH:24][CH:23]=[CH:22][CH:21]=5)=[N:16][O:17][C:18]=4[CH3:19])=[N:12][N:11]=[C:8]32)=[CH:4][CH:3]=1.[CH3:26]B(O)O.[O-]P([O-])([O-])=O.[K+].[K+].[K+]. Product: [CH3:26][C:2]1[CH:10]=[C:9]2[C:5]([CH2:6][N:7]3[C:13]([C:14]4[C:15]([C:20]5[CH:25]=[CH:24][CH:23]=[CH:22][CH:21]=5)=[N:16][O:17][C:18]=4[CH3:19])=[N:12][N:11]=[C:8]32)=[CH:4][CH:3]=1. The catalyst class is: 12. (2) The catalyst class is: 302. Reactant: [NH2:1][C:2]1[N:3]([CH3:8])[N:4]=[CH:5][C:6]=1[Br:7].[O:9]([C:16]1[CH:21]=[CH:20][C:19](B(O)O)=[CH:18][CH:17]=1)[C:10]1[CH:15]=[CH:14][CH:13]=[CH:12][CH:11]=1.C(N(CC)CC)C. Product: [Br:7][C:6]1[CH:5]=[N:4][N:3]([CH3:8])[C:2]=1[NH:1][C:19]1[CH:20]=[CH:21][C:16]([O:9][C:10]2[CH:15]=[CH:14][CH:13]=[CH:12][CH:11]=2)=[CH:17][CH:18]=1. (3) Reactant: [NH2:1][C:2]1[C:3]2[N:4]([C:8]([CH:12]3[CH2:17][CH2:16][CH:15]([CH2:18][OH:19])[CH2:14][CH2:13]3)=[N:9][C:10]=2I)[CH:5]=[CH:6][N:7]=1.[CH3:20][C:21]1[C:30]2[C:25](=[CH:26][C:27](B3OC(C)(C)C(C)(C)O3)=[CH:28][CH:29]=2)[N:24]=[C:23]([C:40]2[CH:45]=[CH:44][CH:43]=[CH:42][CH:41]=2)[CH:22]=1.C(=O)([O-])[O-].[Cs+].[Cs+]. Product: [NH2:1][C:2]1[C:3]2[N:4]([C:8]([C@H:12]3[CH2:17][CH2:16][C@H:15]([CH2:18][OH:19])[CH2:14][CH2:13]3)=[N:9][C:10]=2[C:27]2[CH:26]=[C:25]3[C:30]([C:21]([CH3:20])=[CH:22][C:23]([C:40]4[CH:45]=[CH:44][CH:43]=[CH:42][CH:41]=4)=[N:24]3)=[CH:29][CH:28]=2)[CH:5]=[CH:6][N:7]=1. The catalyst class is: 108. (4) Reactant: [NH2:1][C:2]1[CH:7]=[CH:6][N:5]=[CH:4][CH:3]=1.C(N(CC)CC)C.[C:15]1([O:21][C:22](Cl)=[O:23])[CH:20]=[CH:19][CH:18]=[CH:17][CH:16]=1. Product: [C:15]1([O:21][C:22](=[O:23])[NH:1][C:2]2[CH:7]=[CH:6][N:5]=[CH:4][CH:3]=2)[CH:20]=[CH:19][CH:18]=[CH:17][CH:16]=1. The catalyst class is: 4. (5) Reactant: [CH3:1][O:2][C:3]1[CH:4]=[C:5]2[C:10](=[CH:11][C:12]=1[O:13][CH3:14])[N:9]=[C:8]([N:15]([CH2:17][C:18]1([C:24]3[CH:29]=[CH:28][CH:27]=[CH:26][CH:25]=3)[CH2:23][CH2:22][NH:21][CH2:20][CH2:19]1)[CH3:16])[N:7]=[C:6]2[NH2:30].[N:31]1[CH:36]=[CH:35][CH:34]=[C:33]([N:37]=[C:38]=[O:39])[CH:32]=1.C(=O)([O-])[O-].[Na+].[Na+]. Product: [N:31]1[CH:36]=[CH:35][CH:34]=[C:33]([NH:37][C:38]([N:21]2[CH2:20][CH2:19][C:18]([CH2:17][N:15]([C:8]3[N:7]=[C:6]([NH2:30])[C:5]4[C:10](=[CH:11][C:12]([O:13][CH3:14])=[C:3]([O:2][CH3:1])[CH:4]=4)[N:9]=3)[CH3:16])([C:24]3[CH:29]=[CH:28][CH:27]=[CH:26][CH:25]=3)[CH2:23][CH2:22]2)=[O:39])[CH:32]=1. The catalyst class is: 426. (6) The catalyst class is: 2. Product: [F:7][C:8]([F:16])([F:15])[C:9]([CH3:14])([CH3:13])[C:10]([NH2:18])=[O:11]. Reactant: C(Cl)(=O)C(Cl)=O.[F:7][C:8]([F:16])([F:15])[C:9]([CH3:14])([CH3:13])[C:10](O)=[O:11].C[N:18](C=O)C. (7) Reactant: [F:1][C:2]1[CH:10]=[C:9]2[C:5]([C:6]([C:20]3[CH:21]=[C:22]([NH2:27])[C:23]([NH2:26])=[CH:24][CH:25]=3)=[CH:7][N:8]2[S:11]([C:14]2[CH:19]=[CH:18][CH:17]=[CH:16][CH:15]=2)(=[O:13])=[O:12])=[CH:4][CH:3]=1.[CH3:28][S:29][CH2:30][CH2:31][C:32](O)=O.CN(C(ON1N=NC2C=CC=NC1=2)=[N+](C)C)C.F[P-](F)(F)(F)(F)F.CCN(CC)CC. Product: [F:1][C:2]1[CH:10]=[C:9]2[C:5]([C:6]([C:20]3[CH:25]=[CH:24][C:23]4[NH:26][C:32]([CH2:31][CH2:30][S:29][CH3:28])=[N:27][C:22]=4[CH:21]=3)=[CH:7][N:8]2[S:11]([C:14]2[CH:15]=[CH:16][CH:17]=[CH:18][CH:19]=2)(=[O:13])=[O:12])=[CH:4][CH:3]=1. The catalyst class is: 2.